From a dataset of Forward reaction prediction with 1.9M reactions from USPTO patents (1976-2016). Predict the product of the given reaction. (1) Given the reactants F[C:2]1[CH:3]=[CH:4][C:5]([N+:9]([O-:11])=[O:10])=[C:6]([CH3:8])[CH:7]=1.[C:12]([N:19]1[CH2:24][CH2:23][NH:22][CH2:21][CH2:20]1)([O:14][C:15]([CH3:18])([CH3:17])[CH3:16])=[O:13].C(=O)([O-])[O-].[K+].[K+].CN(C=O)C, predict the reaction product. The product is: [CH3:8][C:6]1[CH:7]=[C:2]([N:22]2[CH2:21][CH2:20][N:19]([C:12]([O:14][C:15]([CH3:18])([CH3:17])[CH3:16])=[O:13])[CH2:24][CH2:23]2)[CH:3]=[CH:4][C:5]=1[N+:9]([O-:11])=[O:10]. (2) Given the reactants [C:1]([O:4][C:5]1[C:10]([O:11][CH3:12])=[CH:9][C:8]([CH:13]=O)=[CH:7][C:6]=1[Br:15])(=[O:3])[CH3:2].[C:16](#[N:20])[CH2:17][C:18]#[N:19].[OH:21][C:22]1[CH:30]=[CH:29][CH:28]=[C:27]2[C:23]=1[CH:24]=[CH:25][N:26]2[CH3:31], predict the reaction product. The product is: [NH2:19][C:18]1[O:21][C:22]2[C:30]([CH:13]([C:8]3[CH:9]=[C:10]([O:11][CH3:12])[C:5]([O:4][C:1](=[O:3])[CH3:2])=[C:6]([Br:15])[CH:7]=3)[C:17]=1[C:16]#[N:20])=[CH:29][CH:28]=[C:27]1[N:26]([CH3:31])[CH:25]=[CH:24][C:23]=21. (3) Given the reactants CC1(C)[O:6][C@@H:5]([CH2:7][O:8][NH:9][C:10]([C:12]2[CH:13]=[C:14]3[CH:19]=[CH:18][N:17]=[CH:16][N:15]3[C:20]=2[NH:21][C:22]2[CH:27]=[CH:26][C:25]([S:28][CH3:29])=[CH:24][C:23]=2[F:30])=[O:11])[CH2:4][O:3]1.Cl.O1CCOCC1, predict the reaction product. The product is: [OH:6][C@H:5]([CH2:4][OH:3])[CH2:7][O:8][NH:9][C:10]([C:12]1[CH:13]=[C:14]2[CH:19]=[CH:18][N:17]=[CH:16][N:15]2[C:20]=1[NH:21][C:22]1[CH:27]=[CH:26][C:25]([S:28][CH3:29])=[CH:24][C:23]=1[F:30])=[O:11]. (4) Given the reactants C1(P(C2C=CC=CC=2)C2C=CC=CC=2)C=CC=CC=1.[N:20]([CH2:23][CH2:24][CH2:25][C:26]1[S:27][CH:28]=[C:29]([C:31]2[CH:36]=[CH:35][CH:34]=[CH:33][CH:32]=2)[N:30]=1)=[N+]=[N-], predict the reaction product. The product is: [C:31]1([C:29]2[N:30]=[C:26]([CH2:25][CH2:24][CH2:23][NH2:20])[S:27][CH:28]=2)[CH:32]=[CH:33][CH:34]=[CH:35][CH:36]=1. (5) Given the reactants [NH2:1][C:2]1[S:6][C:5]([C:7]2[N:12]3[N:13]=[CH:14][C:15]([C:16]([C:18]4[S:19][CH:20]=[CH:21][CH:22]=4)=[O:17])=[C:11]3[N:10]=[CH:9][CH:8]=2)=[CH:4][CH:3]=1.[CH:23]([N:26]=[C:27]=[O:28])([CH3:25])[CH3:24], predict the reaction product. The product is: [CH:23]([NH:26][C:27]([NH:1][C:2]1[S:6][C:5]([C:7]2[N:12]3[N:13]=[CH:14][C:15]([C:16]([C:18]4[S:19][CH:20]=[CH:21][CH:22]=4)=[O:17])=[C:11]3[N:10]=[CH:9][CH:8]=2)=[CH:4][CH:3]=1)=[O:28])([CH3:25])[CH3:24].